Dataset: Experimentally validated miRNA-target interactions with 360,000+ pairs, plus equal number of negative samples. Task: Binary Classification. Given a miRNA mature sequence and a target amino acid sequence, predict their likelihood of interaction. (1) The miRNA is hsa-miR-570-3p with sequence CGAAAACAGCAAUUACCUUUGC. The protein sequence of the target gene is MQLYSSVCTHYPAGAPGPTAAAPAPPAAATPFKVSLQPPGAAGAAPEPETGECQPAAAAEHREAAAVPAAKMPAFSSCFEVVSGAAAPASAAAGPPGASCKPPLPPHYTSTAQITVRALGADRLLLHGPDPVPGAAGSAAAPRGRCLLLAPAPAAPVPPRRGSSAWLLEELLRPDCPEPAGLDATREGPDRNFRLSEHRQALAAAKHRGPAATPGSPDPGPGPWGEEHLAERGPRGWERGGDRCDAPGGDAARRPDPEAEAPPAGSIEAAPSSAAEPVIVSRSDPRDEKLALYLAEVEKQ.... Result: 1 (interaction). (2) The miRNA is hsa-miR-1244 with sequence AAGUAGUUGGUUUGUAUGAGAUGGUU. The protein sequence of the target gene is MGAEEEVQVTLAGGAPWGFRLQGGTEQRKPLQIRRRSQAGRAGLRERDQLLAINGVSCTNFSHASAMTLIDASGRQLVLTVRRVTDEGSVRSPSPGELQVLSPLSPLSPEPPGAPVSQALQPTSLRSPPDSEAYYGETDSDVDGPATQEKPRRTRRRGPARPSLPGAPPDEVYLSDSPAEPAPVKTGSPSQGDSRVSSPSWEEGAALQPPPAEALLLPHGPLRPGPHLIPMVGPVPHPVAEDLTTTYTQKAKQAKLQRAESLQEKSVKEARTKCRTIASLLTAAPNPHSKGVLMFKKRRQ.... Result: 0 (no interaction). (3) The miRNA is mmu-miR-192-5p with sequence CUGACCUAUGAAUUGACAGCC. The protein sequence of the target gene is MAHVSSETQDVSPKDELTASEASTRSPLCEHTFPGDSDLRSMIEEHAFQVLSQGSLLESPSYTVCVSEPDKDDDFLSLNFPRKLWKIVESDQFKSISWDENGTCIVINEELFKKEILETKAPYRIFQTDAIKSFVRQLNLYGFSKIQQNFQRSAFLATFLSEEKESSVLSKLKFYYNPNFKRGYPQLLVRVKRRIGVKNASPISTLFNEDFNKKHFRAGANMENHNSALAAEASEESLFSASKNLNMPLTRESSVRQIIANSSVPIRSGFPPPSPSTSVGPSEQIATDQHAILNQLTTIH.... Result: 0 (no interaction). (4) The miRNA is mmu-miR-25-3p with sequence CAUUGCACUUGUCUCGGUCUGA. The protein sequence of the target gene is MSGVWGAGGPRCQEALAVLASLCRARPPPLGLDVETCRSFELQPPERSPSAAGAGTSVSLLAVVVIVCGVALVAVFLFLFWKLCWMPWRNKEASSPSSANPPLEALQSPSFRGNMADKLKDPSTLGFLEAAVKISHTSPDIPAEVQMSVKEHIMRHTRLQRQTTEPASSTRHTSFKRHLPRQMHVSSVDYGNELPPAAEQPTSIGRIKPELYKQKSVDGEDAKSEATKSCGKINFSLRYDYETETLIVRILKAFDLPAKDFCGSSDPYVKIYLLPDRKCKLQTRVHRKTLNPTFDENFHF.... Result: 0 (no interaction). (5) The miRNA is hsa-miR-4301 with sequence UCCCACUACUUCACUUGUGA. The protein sequence of the target gene is MNEAMATDSPRRPSRCTGGVVVRPQAVTEQSYMESVVTFLQDVVPQAYSGTPLTEEKEKIVWVRFENADLNDTSRNLEFHEIHSTGNEPPLLIMIGYSDGMQVWSIPISGEAQELFSVRHGPIRAARILPAPQFGAQKCDNFAEKRPLLGVCKSIGSSGTSPPYCCVDLYSLRTGEMVKSIQFKTPIYDLHCNKRILVVVLQEKIAAFDSCTFTKKFFVTSCYPCPGPNMNPIALGSRWLAYAENKLIRCHQSRGGACGDNIQSYTATVISAAKTLKSGLTMVGKVVTQLTGTLPSGVTE.... Result: 0 (no interaction). (6) The miRNA is hsa-miR-555 with sequence AGGGUAAGCUGAACCUCUGAU. The protein sequence of the target gene is MSEQSICQARASVMVYDDTSKKWVPIKPGQQGFSRINIYHNTASSTFRVVGVKLQDQQVVINYSIVKGLKYNQATPTFHQWRDARQVYGLNFASKEEATTFSNAMLFALNIMNSQEGGPSTQRQVQNGPSPEEMDIQRRQVMEQQHRQESLERRISATGPILPPGHPSSAASTTLSCSGPPPPPPPPVPPPPTGSTPPPPPPLPAGGAQGTNHDESSASGLAAALAGAKLRRVQRPEDASGGSSPSGTSKSDANRASSGGGGGGLMEEMNKLLAKRRKAASQTDKPADRKEDESQTEDPS.... Result: 0 (no interaction). (7) The miRNA is dre-miR-10a-5p with sequence UACCCUGUAGAUCCGAAUUUGU. The protein sequence of the target gene is MASVAQESAGSQRRLPPRHGALRGLLLLCLWLPSGRAALPPAAPLSELHAQLSGVEQLLEEFRRQLQQERPQEELELELRAGGGPQEDCPGPGSGGYSAMPDAIIRTKDSLAAGASFLRAPAAVRGWRQCVAACCSEPRCSVAVVELPRRPAPPAAVLGCYLFNCTARGRNVCKFALHSGYSSYSLSRAPDGAALATARASPRQEKDAPPLSKAGQDVVLHLPTDGVVLDGRESTDDHAIVQYEWALLQGDPSVDMKVPQSGTLKLSHLQEGTYTFQLTVTDTAGQRSSDNVSVTVLRAA.... Result: 0 (no interaction). (8) The miRNA is hsa-miR-526b-3p with sequence GAAAGUGCUUCCUUUUAGAGGC. The protein sequence of the target gene is MLLLAAAGLVAFVLLLYMVSPLISPKPLALPGAHVVVTGGSSGIGKCIAIECYKQGAFITLVARNEDKLLQAKKDIEKHSINDKQVVLCISVDVSQDYNQVENVIKQAQEKLGPVDMLVNCAGTSMSGKFEELEVSSFEKLMSINYLGSVYPSRAVITTMKERRVGRIVFVSSQAGQLGLFGFTAYSSSKFAIRGLAEALQMEVKPYNVYVTVAYPPDTDTPGLAEENKTKPLETRLISETTAICKPEQVAKQIVKDAIQGNFNSSIGSDGYMLSSLTCGMAPVTSITEGLQQVVTMGLF.... Result: 0 (no interaction). (9) The miRNA is hsa-miR-3193 with sequence UCCUGCGUAGGAUCUGAGGAGU. The protein sequence of the target gene is MTDKSIVILSLMVFHSSFINGKTCRRQLVEEWHPQPSSYVVNWTLTENICLDFYRDCWFLGVNTKIDTSGNQAVPQICPLQIQLGDILVISSEPSLQFPEINLMNVSETSFVGCVQNTTTEDQLLFGCRLKGMHTVNSKWLSVGTHYFITVMASGPSPCPLGLRLNVTVKQQFCQESLSSEFCSGHGKCLSEAWSKTYSCHCQPPFSGKYCQELDACSFKPCKNNGSCINKRENWDEQAYECVCHPPFTGKNCSEIIGQCQPHVCFHGNCSNITSNSFICECDEQFSGPFCEVSAKPCVS.... Result: 0 (no interaction). (10) The miRNA is mmu-miR-297a-5p with sequence AUGUAUGUGUGCAUGUGCAUGU. The protein sequence of the target gene is MLRTKDLIWTLFFLGTAVSLQVDIVPSQGEISVGESKFFLCQVAGDAKDKDISWFSPNGEKLSPNQQRISVVWNDDDSSTLTIYNANIDDAGIYKCVVTAEDGTQSEATVNVKIFQKLMFKNAPTPQEFKEGEDAVIVCDVVSSLPPTIIWKHKGRDVILKKDVRFIVLSNNYLQIRGIKKTDEGTYRCEGRILARGEINFKDIQVIVNVPPTVQARQSIVNATANLGQSVTLVCDADGFPEPTMSWTKDGEPIENEEEDDEKHIFSDDSSELTIRNVDKNDEAEYVCIAENKAGEQDAS.... Result: 1 (interaction).